This data is from NCI-60 drug combinations with 297,098 pairs across 59 cell lines. The task is: Regression. Given two drug SMILES strings and cell line genomic features, predict the synergy score measuring deviation from expected non-interaction effect. (1) Cell line: NCI-H322M. Drug 2: C1CN1P(=S)(N2CC2)N3CC3. Synergy scores: CSS=-11.1, Synergy_ZIP=3.13, Synergy_Bliss=-4.30, Synergy_Loewe=-10.2, Synergy_HSA=-9.82. Drug 1: C1=C(C(=O)NC(=O)N1)N(CCCl)CCCl. (2) Drug 1: CC1=C(C=C(C=C1)NC2=NC=CC(=N2)N(C)C3=CC4=NN(C(=C4C=C3)C)C)S(=O)(=O)N.Cl. Drug 2: C1C(C(OC1N2C=NC3=C(N=C(N=C32)Cl)N)CO)O. Cell line: SK-MEL-5. Synergy scores: CSS=-4.51, Synergy_ZIP=1.06, Synergy_Bliss=-0.783, Synergy_Loewe=-4.76, Synergy_HSA=-3.32. (3) Cell line: COLO 205. Drug 2: CCC1(CC2CC(C3=C(CCN(C2)C1)C4=CC=CC=C4N3)(C5=C(C=C6C(=C5)C78CCN9C7C(C=CC9)(C(C(C8N6C=O)(C(=O)OC)O)OC(=O)C)CC)OC)C(=O)OC)O.OS(=O)(=O)O. Drug 1: CN(C)N=NC1=C(NC=N1)C(=O)N. Synergy scores: CSS=3.79, Synergy_ZIP=1.52, Synergy_Bliss=2.36, Synergy_Loewe=-26.8, Synergy_HSA=-0.683. (4) Synergy scores: CSS=19.7, Synergy_ZIP=1.77, Synergy_Bliss=9.08, Synergy_Loewe=1.51, Synergy_HSA=6.59. Drug 2: CS(=O)(=O)CCNCC1=CC=C(O1)C2=CC3=C(C=C2)N=CN=C3NC4=CC(=C(C=C4)OCC5=CC(=CC=C5)F)Cl. Drug 1: C1=CC(=CC=C1CCC2=CNC3=C2C(=O)NC(=N3)N)C(=O)NC(CCC(=O)O)C(=O)O. Cell line: SK-MEL-28. (5) Drug 1: CNC(=O)C1=CC=CC=C1SC2=CC3=C(C=C2)C(=NN3)C=CC4=CC=CC=N4. Drug 2: CS(=O)(=O)CCNCC1=CC=C(O1)C2=CC3=C(C=C2)N=CN=C3NC4=CC(=C(C=C4)OCC5=CC(=CC=C5)F)Cl. Cell line: HCT116. Synergy scores: CSS=4.83, Synergy_ZIP=-1.74, Synergy_Bliss=-0.477, Synergy_Loewe=-4.72, Synergy_HSA=-1.39. (6) Drug 1: CCC1(CC2CC(C3=C(CCN(C2)C1)C4=CC=CC=C4N3)(C5=C(C=C6C(=C5)C78CCN9C7C(C=CC9)(C(C(C8N6C=O)(C(=O)OC)O)OC(=O)C)CC)OC)C(=O)OC)O.OS(=O)(=O)O. Drug 2: C(CC(=O)O)C(=O)CN.Cl. Cell line: U251. Synergy scores: CSS=6.90, Synergy_ZIP=-1.59, Synergy_Bliss=-0.754, Synergy_Loewe=1.41, Synergy_HSA=0.398.